This data is from Drug-target binding data from BindingDB using IC50 measurements. The task is: Regression. Given a target protein amino acid sequence and a drug SMILES string, predict the binding affinity score between them. We predict pIC50 (pIC50 = -log10(IC50 in M); higher means more potent). Dataset: bindingdb_ic50. (1) The compound is O=[N+]([O-])c1ccc(O)c(/C=N/c2cccc(O)c2)c1. The target protein (Q81RP3) has sequence MTLQEQIMKALHVQPVIDPKAEIRKRVDFLKDYVKKTGAKGFVLGISGGQDSTLAGRLAQLAVEEIRNEGGNATFIAVRLPYKVQKDEDDAQLALQFIQADQSVAFDIASTVDAFSNQYENLLDESLTDFNKGNVKARIRMVTQYAIGGQKGLLVIGTDHAAEAVTGFFTKFGDGGADLLPLTGLTKRQGRALLQELGADERLYLKMPTADLLDEKPGQADETELGITYDQLDDYLEGKTVPADVAEKIEKRYTVSEHKRQVPASMFDDWWK. The pIC50 is 4.7. (2) The compound is O=C(O)c1ccnc(C(=O)O)c1. The target protein sequence is MEPGSDDFLPPPECPVFEPSWAEFRDPLGYIAKIRPIAEKSGICKIRPPADWQPPFAVEVDNFRFTPRIQRLNELEAQTRVKLNYLDQIAKFWEIQGSSLKIPNVERRILDLYSLSKIVVEEGGYEAICKDRRWARVAQRLNYPPGKNIGSLLRSHYERIVYPYEMYQSGANLVQCNTRPFDNEEKDKEYKPHSIPLRQSVQPSKFNSYGRRAKRLQPDPEPTEEDIEKNPELKKLQIYGAGPKMMGLGLMAKDKTLRKKDKEGPECPPTVVVKEELGGDVKVESTSPKTFLESKEELSHSPEPCTKMTMRLRRNHSNAQFIESYVCRMCSRGDEDDKLLLCDGCDDNYHIFCLLPPLPEIPKGVWRCPKCVMAECKRPPEAFGFEQATREYTLQSFGEMADSFKADYFNMPVHMVPTELVEKEFWRLVNSIEEDVTVEYGADIHSKEFGSGFPVSDSKRHLTPEEEEYATSGWNLNVMPVLEQSVLCHINADISGMKVP.... The pIC50 is 5.7. (3) The small molecule is CC[C@H](C)[C@@H]1NC(=O)[C@@H](Cc2ccccc2)NC(=O)[C@H](C)NC(=O)[C@@H](NC(=O)[C@@H](NC(=O)[C@H](CO)NC(=O)[C@@H](N)Cc2ccc(O)cc2)[C@@H](C)O)CSC(=O)[C@@H](CCSC)NC1=O. The target protein sequence is MELLNSYNFVLFVLTQMILMFTIPAIISGIKYSKLDYFFIIVISTLSLFLFKMFDSASLIILTSFIIIMYFVKIKWYSILLIMTSQIILYCANYMYIVIYAYITKISDSIFVIFPSFFVVYVTISILFSYIINRVLKKISTPYLILNKGFLIVISTILLLTFSLFFFYSQINSDEAKVIRQYSFIFIGITIFLSILTFVISQFLLKEMKYKRNQEEIETYYEYTLKIEAINNEMRKFRHDYVNILTTLSEYIREDDMPGLRDYFNKNIVPMKDNLQMNAIKLNGIENLKVREIKGLITAKILRAQEMNIPISIEIPDEVSSINLNMIDLSRSIGIILDNAIEASTEIDDPIIRVAFIESENSVTFIVMNKCADDIPRIHELFQESFSTKGEGRGLGLSTLKEIADNADNVLLDTIIENGFFIQKVEIINN. The pIC50 is 9.4. (4) The drug is COCc1nc(C(=O)Nc2csc([C@]34CO[C@@H](C)C[C@H]3CSC(N)=N4)n2)co1. The target protein sequence is MAQALPWLLLWMGAGVLPAHGTQHGIRLPLRSGLGGAPLGLRLPRETDEEPEEPGRRGSFVEMVDNLRGKSGQGYYVEMTVGSPPQTLNILVDTGSSNFAVGAAPHPFLHRYYQRQLSSTYRDLRKGVYVPYTQGKWEGELGTDLLCGAGFPLNQSEVLASVGGSMIIGGIDHSLYTGSLWYTPIRREWYYEVIIVRVEINGQDLKMDCKEYNYDKSIVDSGTTNLRLPKKVFEAAVKSIKAASSTEKFPDGFWLGEQLVCWQAGTTPWNIFPVISLYLMGEVTNQSFRITILPQQYLRPVEDVATSQDDCYKFAISQSSTGTVMGAVIMEGFYVVFDRARKRIGFAVSACHVHDEFRTAAVEGPFVTLDMEDCGYNIPQTDESTLMTIAYVMAAICALFMLPLCLMVCQWCCLRCLRQQHDDFADDISLLK. The pIC50 is 6.8. (5) The compound is Cc1cc(NC(=O)C(C#N)C(=O)C2CC2)ccc1C(F)(F)F. The target protein (Q63707) has sequence MAWRQLRKRALDAVIILGGGGLLFTSYLTATGDDHFYAEYLMPGLQRLLDPESAHRLAVRVTSLGLLPRATFQDSDMLEVKVLGHKFRNPVGIAAGFDKNGEAVDGLYKLGFGFVEVGSVTPQPQEGNPRPRVFRLPEDQAVINRYGFNSHGLSVVEHRLRARQQKQAQLTADGLPLGINLGKNKTSEDAAADYAEGVRTLGPLADYLVVNVSSPNTAGLRSLQGKTELRHLLSKVLQERDALKGTRKPAVLVKIAPDLTAQDKEDIASVARELGIDGLIVTNTTVSRPVGLQGALRSETGGLSGKPLRDLSTQTIREMYALTQGRIPIIGVGGVSSGQDALEKIQAGASLVQLYTALIFLGPPVVVRVKRELEALLKERGFTTVTDAIGADHRR. The pIC50 is 7.8. (6) The drug is Cc1cn([C@H]2C[C@H](n3cc(-c4ccccc4)nn3)[C@@H](CO)O2)c(=O)[nH]c1=O. The target protein (Q9PPP5) has sequence MAKVNAFSKKIGWIELITGPMFAGKTAELIRRLHRLEYADVKYLVFKPKIDTRSIRNIQSRTGTSLPSVEVESAPEILNYIMSNSFNDETKVIGIDEVQFFDDRICEVANILAENGFVVIISGLDKNFKGEPFGPIAKLFTYADKITKLTAICNECGAEATHSLRKIDGKHADYNDDIVKIGCQEFYSAVCRHHHKVPNRPYLNSNSEEFIKFFKNKKRNKNI. The pIC50 is 3.7. (7) The small molecule is O=C([O-])C1(C(F)(F)CCCCCOc2ccc(Cl)cc2)CO1. The target protein (Q92523) has sequence MAEAHQAVAFQFTVTPDGVDFRLSREALKHVYLSGINSWKKRLIRIKNGILRGVYPGSPTSWLVVIMATVGSSFCNVDISLGLVSCIQRCLPQGCGPYQTPQTRALLSMAIFSTGVWVTGIFFFRQTLKLLLCYHGWMFEMHGKTSNLTRIWAMCIRLLSSRHPMLYSFQTSLPKLPVPRVSATIQRYLESVRPLLDDEEYYRMELLAKEFQDKTAPRLQKYLVLKSWWASNYVSDWWEEYIYLRGRSPLMVNSNYYVMDLVLIKNTDVQAARLGNIIHAMIMYRRKLDREEIKPVMALGIVPMCSYQMERMFNTTRIPGKDTDVLQHLSDSRHVAVYHKGRFFKLWLYEGARLLKPQDLEMQFQRILDDPSPPQPGEEKLAALTAGGRVEWAQARQAFFSSGKNKAALEAIERAAFFVALDEESYSYDPEDEASLSLYGKALLHGNCYNRWFDKSFTLISFKNGQLGLNAEHAWADAPIIGHLWEFVLGTDSFHLGYTE.... The pIC50 is 4.3. (8) The drug is O=P(O)(O)C(Nc1cccc(C(F)(F)F)c1)P(=O)(O)O. The target protein (Q9ULX7) has sequence MLFSALLLEVIWILAADGGQHWTYEGPHGQDHWPASYPECGNNAQSPIDIQTDSVTFDPDLPALQPHGYDQPGTEPLDLHNNGHTVQLSLPSTLYLGGLPRKYVAAQLHLHWGQKGSPGGSEHQINSEATFAELHIVHYDSDSYDSLSEAAERPQGLAVLGILIEVGETKNIAYEHILSHLHEVRHKDQKTSVPPFNLRELLPKQLGQYFRYNGSLTTPPCYQSVLWTVFYRRSQISMEQLEKLQGTLFSTEEEPSKLLVQNYRALQPLNQRMVFASFIQAGSSYTTGEMLSLGVGILVGCLCLLLAVYFIARKIRKKRLENRKSVVFTSAQATTEA. The pIC50 is 5.0. (9) The compound is Cc1ncc([N+](=O)[O-])n1CCOC(=O)c1cc(-c2ccccc2)n(-c2ccccc2)n1. The target protein sequence is MTNVLIEDLKWRGLIYQQTDEQGIEDLLNKEQVTLYCGADPTADSLHIGHLLPFLTLRRFQEHGHRPIVLIGGGTGMIGDPSGKSEERVLQTEEQVDKNIEGISKQMHNIFEFGTDHGAVLVNNRDWLGQISLISFLRDYGKHVGVNYMLGKDSIQSRLEHGISYTEFTYTILQAIDFGHLNRELNCKIQVGGSDQWGNITSGIELMRRMYGQTDAYGLTIPLVTKSDGKKFGKSESGAVWLDAEKTSPYEFYQFWINQSDEDVIKFLKYFTFLGKEEIDRLEQSKNEAPHLREAQKTLAEEVTKFIHGEDALNDAIRISQALFSGDLKSLSAKELKDGFKDVPQVTLSNDTTNIVEVLIETGISPSKRQAREDVNNGAIYINGERQQDVNYALAPEDKIDGEFTIIRRGKKKYFMVNYQ. The pIC50 is 4.2. (10) The small molecule is Cc1cc(C(N)=O)nn1-c1cccc(-c2ccc(C(F)(F)F)cc2C(F)(F)F)c1. The target protein (O75469) has sequence MEVRPKESWNHADFVHCEDTESVPGKPSVNADEEVGGPQICRVCGDKATGYHFNVMTCEGCKGFFRRAMKRNARLRCPFRKGACEITRKTRRQCQACRLRKCLESGMKKEMIMSDEAVEERRALIKRKKSERTGTQPLGVQGLTEEQRMMIRELMDAQMKTFDTTFSHFKNFRLPGVLSSGCELPESLQAPSREEAAKWSQVRKDLCSLKVSLQLRGEDGSVWNYKPPADSGGKEIFSLLPHMADMSTYMFKGIISFAKVISYFRDLPIEDQISLLKGAAFELCQLRFNTVFNAETGTWECGRLSYCLEDTAGGFQQLLLEPMLKFHYMLKKLQLHEEEYVLMQAISLFSPDRPGVLQHRVVDQLQEQFAITLKSYIECNRPQPAHRFLFLKIMAMLTELRSINAQHTQRLLRIQDIHPFATPLMQELFGITGS. The pIC50 is 4.6.